This data is from Reaction yield outcomes from USPTO patents with 853,638 reactions. The task is: Predict the reaction yield, written as a fraction of the theoretical maximum amount of product (1.0 means a 100% yield; for example, 0.34 means a 34% yield). (1) The reactants are [OH:1][CH2:2][C:3]1[CH:21]=[CH:20][C:6]([C:7]([NH:9][C:10]2[CH:15]=[CH:14][CH:13]=[C:12]([C:16]([F:19])([F:18])[F:17])[CH:11]=2)=[O:8])=[CH:5][C:4]=1[C:22]1[CH:27]=[CH:26][N:25]=[C:24]([N:28]2[CH2:33][CH2:32][O:31][CH2:30][CH2:29]2)[CH:23]=1. The catalyst is C(Cl)Cl.O=[Mn]=O. The product is [CH:2]([C:3]1[CH:21]=[CH:20][C:6]([C:7]([NH:9][C:10]2[CH:15]=[CH:14][CH:13]=[C:12]([C:16]([F:19])([F:17])[F:18])[CH:11]=2)=[O:8])=[CH:5][C:4]=1[C:22]1[CH:27]=[CH:26][N:25]=[C:24]([N:28]2[CH2:33][CH2:32][O:31][CH2:30][CH2:29]2)[CH:23]=1)=[O:1]. The yield is 1.00. (2) The reactants are Cl[C:2]1[CH:7]=[CH:6][N:5]=[CH:4][C:3]=1[C:8]#[N:9].[CH3:10][O:11][C:12]1[CH:17]=[CH:16][C:15]([C:18]#[CH:19])=[CH:14][CH:13]=1.C(N(CC)CC)C.O. The catalyst is CN(C)C=O. The product is [CH3:10][O:11][C:12]1[CH:17]=[CH:16][C:15]([C:18]#[C:19][C:2]2[CH:7]=[CH:6][N:5]=[CH:4][C:3]=2[C:8]#[N:9])=[CH:14][CH:13]=1. The yield is 0.950. (3) The reactants are C(NCC)C.[CH2:6]([O:13][NH:14][C@H:15]1[CH2:20][N:19](C(OCC2C3C=CC=CC=3C3C2=CC=CC=3)=O)[CH:18]([C:38](=[O:40])[NH2:39])[C:17]([CH2:41][O:42][Si:43]([C:46]([CH3:49])([CH3:48])[CH3:47])([CH3:45])[CH3:44])=[CH:16]1)[C:7]1[CH:12]=[CH:11][CH:10]=[CH:9][CH:8]=1. The product is [CH2:6]([O:13][NH:14][C@H:15]1[CH2:20][NH:19][CH:18]([C:38]([NH2:39])=[O:40])[C:17]([CH2:41][O:42][Si:43]([C:46]([CH3:49])([CH3:48])[CH3:47])([CH3:44])[CH3:45])=[CH:16]1)[C:7]1[CH:12]=[CH:11][CH:10]=[CH:9][CH:8]=1. The yield is 0.910. The catalyst is C(Cl)Cl.